From a dataset of Full USPTO retrosynthesis dataset with 1.9M reactions from patents (1976-2016). Predict the reactants needed to synthesize the given product. (1) Given the product [NH2:17][C:13]1[CH:14]=[C:15]2[C:10](=[CH:11][CH:12]=1)[CH2:9][C:8]1([C:7](=[O:21])[NH:6][C:5]([C:1]([CH3:4])([CH3:3])[CH3:2])=[N:20]1)[CH2:16]2, predict the reactants needed to synthesize it. The reactants are: [C:1]([C:5]1[NH:6][C:7](=[O:21])[C:8]2([N:20]=1)[CH2:16][C:15]1[C:10](=[CH:11][CH:12]=[C:13]([N+:17]([O-])=O)[CH:14]=1)[CH2:9]2)([CH3:4])([CH3:3])[CH3:2]. (2) Given the product [C:15]([O:14][C:13](=[O:19])[N:12]([C:8]1[S:9][C@H:10]2[O:11][C@H:3]([CH:2]([F:1])[F:24])[C@@H:4]([OH:23])[C@H:5]([O:22][Si:34]([C:31]([CH3:33])([CH3:32])[CH3:30])([CH3:36])[CH3:35])[C@H:6]2[N:7]=1)[CH2:20][CH3:21])([CH3:16])([CH3:17])[CH3:18], predict the reactants needed to synthesize it. The reactants are: [F:1][CH:2]([F:24])[C@H:3]1[O:11][C@H:10]2[C@H:6]([N:7]=[C:8]([N:12]([CH2:20][CH3:21])[C:13](=[O:19])[O:14][C:15]([CH3:18])([CH3:17])[CH3:16])[S:9]2)[C@@H:5]([OH:22])[C@@H:4]1[OH:23].N1C=CN=C1.[CH3:30][C:31]([Si:34](Cl)([CH3:36])[CH3:35])([CH3:33])[CH3:32]. (3) Given the product [CH3:1][C:2]1[CH:7]=[CH:6][N:5]=[CH:4][C:3]=1[N:8]1[CH2:12][CH2:11][N:10]([C:15]2[CH:20]=[CH:19][N:18]=[C:17]([NH:21][C:22](=[O:24])[CH3:23])[CH:16]=2)[C:9]1=[O:13], predict the reactants needed to synthesize it. The reactants are: [CH3:1][C:2]1[CH:7]=[CH:6][N:5]=[CH:4][C:3]=1[N:8]1[CH2:12][CH2:11][NH:10][C:9]1=[O:13].Br[C:15]1[CH:20]=[CH:19][N:18]=[C:17]([NH:21][C:22](=[O:24])[CH3:23])[CH:16]=1.N[C@@H]1CCCC[C@H]1N.P([O-])([O-])([O-])=O.[K+].[K+].[K+]. (4) The reactants are: CO[C:3](=[O:15])[C:4]1[CH:9]=[C:8]([OH:10])[CH:7]=[C:6](OCOC)[CH:5]=1.Br[C:17]1[CH:18]=[CH:19][C:20]([S:23]([CH3:26])(=[O:25])=[O:24])=[N:21][CH:22]=1.[CH3:27][O:28][CH2:29][C@H:30]([OH:33])[CH2:31][CH3:32].[NH2:34][C:35]1[CH:39]=[CH:38][NH:37][N:36]=1. Given the product [CH3:26][S:23]([C:20]1[N:21]=[CH:22][C:17]([O:10][C:8]2[CH:9]=[C:4]([CH:5]=[C:6]([O:33][CH:30]([CH2:29][O:28][CH3:27])[CH2:31][CH3:32])[CH:7]=2)[C:3]([NH:34][C:35]2[CH:39]=[CH:38][NH:37][N:36]=2)=[O:15])=[CH:18][CH:19]=1)(=[O:25])=[O:24], predict the reactants needed to synthesize it. (5) Given the product [Br:20][CH2:19][CH2:18][CH2:17][O:16][C:9]1[CH:10]=[C:11]([O:14][CH3:15])[CH:12]=[CH:13][C:8]=1[NH2:7], predict the reactants needed to synthesize it. The reactants are: C(OC(=O)[NH:7][C:8]1[CH:13]=[CH:12][C:11]([O:14][CH3:15])=[CH:10][C:9]=1[O:16][CH2:17][CH2:18][CH2:19][Br:20])(C)(C)C.C(O)(C(F)(F)F)=O. (6) Given the product [F:16][C:17]([F:22])([F:21])[C:18]([OH:20])=[O:19].[NH2:23][CH2:24][C:25]1[CH:30]=[CH:29][CH:28]=[CH:27][C:26]=1[C:31]([N:33]([CH3:37])[CH3:34])=[O:32], predict the reactants needed to synthesize it. The reactants are: C(C1C=CC=CC=1C(O)=O)#N.Cl.CNC.[F:16][C:17]([F:22])([F:21])[C:18]([OH:20])=[O:19].[NH2:23][CH2:24][C:25]1[CH:30]=[CH:29][CH:28]=[CH:27][C:26]=1[C:31]([N:33]1[CH2:37]CC[CH2:34]1)=[O:32]. (7) Given the product [CH3:18][CH2:12][N:11]([CH:4]([CH3:3])[CH3:6])[CH:10]([CH3:17])[CH3:9], predict the reactants needed to synthesize it. The reactants are: C(O)(=O)C[CH2:3][C:4]([CH3:6])=O.[CH3:9][CH:10]([CH3:17])[N:11]=[C:12]=NC(C)C.[CH2:18](Cl)Cl.